This data is from Catalyst prediction with 721,799 reactions and 888 catalyst types from USPTO. The task is: Predict which catalyst facilitates the given reaction. (1) Reactant: [NH2:1][C:2]1[C:3]([C:9]2[CH:10]=[C:11]([C@@H:15]([NH:19][C:20](=[O:26])[O:21][C:22]([CH3:25])([CH3:24])[CH3:23])[CH2:16][CH:17]=[CH2:18])[CH:12]=[CH:13][CH:14]=2)=[N:4][CH:5]=[C:6]([Cl:8])[CH:7]=1.[CH3:27][C@H:28]([CH:32]=[CH2:33])[C:29](O)=[O:30].N1C=CC=CC=1.C(P1(=O)OP(CCC)(=O)OP(CCC)(=O)O1)CC. Product: [Cl:8][C:6]1[CH:7]=[C:2]([NH:1][C:29](=[O:30])[C@H:28]([CH3:27])[CH:32]=[CH2:33])[C:3]([C:9]2[CH:10]=[C:11]([C@@H:15]([NH:19][C:20](=[O:26])[O:21][C:22]([CH3:25])([CH3:24])[CH3:23])[CH2:16][CH:17]=[CH2:18])[CH:12]=[CH:13][CH:14]=2)=[N:4][CH:5]=1. The catalyst class is: 25. (2) Reactant: [F:1][C:2]([F:14])([F:13])[CH2:3][O:4][C:5]1[CH:10]=[CH:9][N:8]=[C:7]([C:11]#[N:12])[CH:6]=1.[ClH:15]. Product: [ClH:15].[F:14][C:2]([F:1])([F:13])[CH2:3][O:4][C:5]1[CH:10]=[CH:9][N:8]=[C:7]([CH2:11][NH2:12])[CH:6]=1. The catalyst class is: 19. (3) Reactant: [F:1][C:2]1[CH:7]=[C:6]([F:8])[CH:5]=[CH:4][C:3]=1[C@:9]1([CH3:30])[CH2:14][C@H:13]([C:15]2[C:16]([CH3:21])=[N:17][O:18][C:19]=2[CH3:20])[S:12][C:11]([NH:22]C(=O)OC(C)(C)C)=[N:10]1.[C:31]([OH:37])([C:33]([F:36])([F:35])[F:34])=[O:32]. Product: [F:1][C:2]1[CH:7]=[C:6]([F:8])[CH:5]=[CH:4][C:3]=1[C@:9]1([CH3:30])[CH2:14][C@H:13]([C:15]2[C:16]([CH3:21])=[N:17][O:18][C:19]=2[CH3:20])[S:12][C:11]([NH2:22])=[N:10]1.[C:31]([OH:37])([C:33]([F:36])([F:35])[F:34])=[O:32]. The catalyst class is: 2. (4) Reactant: O=[C:2]1[C@@H:11]2[CH2:12][N:13]([C:15]([O:17][C:18]([CH3:21])([CH3:20])[CH3:19])=[O:16])[CH2:14][C@@H:10]2[C:9]2[C:4]3=[C:5]([O:22][CH2:23][CH2:24][CH2:25][N:3]13)[CH:6]=[CH:7][CH:8]=2. Product: [CH:8]1[CH:7]=[CH:6][C:5]2[O:22][CH2:23][CH2:24][CH2:25][N:3]3[C:4]=2[C:9]=1[C@H:10]1[CH2:14][N:13]([C:15]([O:17][C:18]([CH3:21])([CH3:20])[CH3:19])=[O:16])[CH2:12][C@H:11]1[CH2:2]3. The catalyst class is: 7. (5) Reactant: [C:1]([C:9]1[CH:14]=[CH:13][N:12]=[CH:11][C:10]=1[CH:15]=[O:16])(=[O:8])[C:2]1[CH:7]=[CH:6][CH:5]=[CH:4][CH:3]=1.[CH3:17][Mg]Br. Product: [OH:16][CH:15]([C:10]1[CH:11]=[N:12][CH:13]=[CH:14][C:9]=1[C:1]([C:2]1[CH:3]=[CH:4][CH:5]=[CH:6][CH:7]=1)=[O:8])[CH3:17]. The catalyst class is: 1.